From a dataset of Full USPTO retrosynthesis dataset with 1.9M reactions from patents (1976-2016). Predict the reactants needed to synthesize the given product. (1) Given the product [OH:18][CH2:17][C:9]([C:3]1[CH:8]=[CH:7][CH:6]=[CH:5][CH:4]=1)([CH2:12][CH2:13][CH2:14][CH2:15][CH3:16])[C:10]#[N:11], predict the reactants needed to synthesize it. The reactants are: [H-].[Na+].[C:3]1([CH:9]([CH2:12][CH2:13][CH2:14][CH2:15][CH3:16])[C:10]#[N:11])[CH:8]=[CH:7][CH:6]=[CH:5][CH:4]=1.[CH2:17]=[O:18]. (2) The reactants are: F[C:2](F)(F)[C:3]([O-])=O.Cl.[CH:9]12[CH2:15][CH:12]([CH2:13][CH2:14]1)[CH2:11][CH:10]2[CH2:16][NH2:17].[S:18]1[CH:22]=[CH:21][N:20]=[C:19]1[N:23]1[CH:27]=[CH:26][CH:25]=[C:24]1[CH:28]=O. Given the product [C@H:9]12[CH2:15][C@H:12]([CH2:13][CH2:14]1)[CH2:11][CH:10]2[CH2:16][N:17]([CH2:28][C:24]1[N:23]([C:19]2[S:18][CH:2]=[CH:3][N:20]=2)[CH:27]=[CH:26][CH:25]=1)[CH2:28][C:24]1[N:23]([C:19]2[S:18][CH:22]=[CH:21][N:20]=2)[CH:27]=[CH:26][CH:25]=1, predict the reactants needed to synthesize it. (3) Given the product [OH:1][CH:2]1[CH2:5][N:4]([C:8]([C:10]2[C:14]([NH:15][C:16]([C:18]3[C:23]([NH:24][C:25]4[CH:26]=[N:27][CH:28]=[N:29][CH:30]=4)=[CH:22][CH:21]=[C:20]([CH:31]4[CH2:33][CH2:32]4)[N:19]=3)=[O:17])=[CH:13][N:12]([CH3:34])[N:11]=2)=[O:7])[CH2:3]1, predict the reactants needed to synthesize it. The reactants are: [OH:1][CH:2]1[CH2:5][NH:4][CH2:3]1.C[O:7][C:8]([C:10]1[C:14]([NH:15][C:16]([C:18]2[C:23]([NH:24][C:25]3[CH:26]=[N:27][CH:28]=[N:29][CH:30]=3)=[CH:22][CH:21]=[C:20]([CH:31]3[CH2:33][CH2:32]3)[N:19]=2)=[O:17])=[CH:13][N:12]([CH3:34])[N:11]=1)=O. (4) Given the product [I:1][C:2]1[CH:3]=[C:4]2[C:13]([C:12]3[CH:11]=[CH:10][C:9]([OH:18])=[CH:8][C:7]=3[CH2:6][CH2:5]2)=[CH:14][CH:15]=1, predict the reactants needed to synthesize it. The reactants are: [I:1][C:2]1[CH:15]=[CH:14][C:13]2[C:12]3[C:7](=[CH:8][C:9](I)=[CH:10][CH:11]=3)[CH2:6][CH2:5][C:4]=2[CH:3]=1.B(OC(C)C)(OC(C)C)[O:18]C(C)C.C([Li])CCC.Cl. (5) Given the product [NH2:1][C:2]1[N:3]=[C:4]([Cl:23])[C:5]2=[C:6]([N:8]([CH2:12][C:13]3[C:18]([CH3:19])=[C:17]([O:20][CH3:21])[C:16]([CH3:22])=[CH:15][N:14]=3)[C:9](=[O:11])/[C:10]/2=[CH:24]\[C:26]2[NH:30][CH:29]=[C:28]([C:31]([OH:33])=[O:32])[C:27]=2[CH3:34])[N:7]=1, predict the reactants needed to synthesize it. The reactants are: [NH2:1][C:2]1[N:3]=[C:4]([Cl:23])[C:5]2[CH2:10][C:9](=[O:11])[N:8]([CH2:12][C:13]3[C:18]([CH3:19])=[C:17]([O:20][CH3:21])[C:16]([CH3:22])=[CH:15][N:14]=3)[C:6]=2[N:7]=1.[CH:24]([C:26]1[NH:30][CH:29]=[C:28]([C:31]([OH:33])=[O:32])[C:27]=1[CH3:34])=O.N1CCCCC1.